Task: Predict the reaction yield, written as a fraction of the theoretical maximum amount of product (1.0 means a 100% yield; for example, 0.34 means a 34% yield).. Dataset: Reaction yield outcomes from USPTO patents with 853,638 reactions (1) The reactants are [CH3:1][C:2]1[C:11]([CH2:12][CH2:13][C:14]2[CH:15]=[C:16]3[C:20](=[CH:21][CH:22]=2)[N:19]([Si](C(C)C)(C(C)C)C(C)C)[CH:18]=[CH:17]3)=[CH:10][C:9]2[C:4](=[N:5][CH:6]=[CH:7][CH:8]=2)[N:3]=1.[CH3:33][O:34][C:35](=[O:38])[C:36]#[CH:37].[F-].C([N+](CCCC)(CCCC)CCCC)CCC. No catalyst specified. The product is [CH3:33][O:34][C:35](=[O:38])[CH:36]=[CH:37][N:19]1[C:20]2[C:16](=[CH:15][C:14]([CH2:13][CH2:12][C:11]3[C:2]([CH3:1])=[N:3][C:4]4[C:9]([CH:10]=3)=[CH:8][CH:7]=[CH:6][N:5]=4)=[CH:22][CH:21]=2)[CH:17]=[CH:18]1. The yield is 0.660. (2) The reactants are [CH3:1][O:2][C:3]1[CH:4]=[C:5]2[C:10](=[CH:11][C:12]=1[O:13][CH3:14])[CH:9]([NH:15][C:16]1[CH:21]=[C:20]([N:22]3[CH2:27][CH2:26][NH:25][CH2:24][CH2:23]3)[CH:19]=[CH:18][C:17]=1[S:28]([CH3:31])(=[O:30])=[O:29])[CH2:8][CH2:7][CH2:6]2.[ClH:32]. The yield is 1.00. The catalyst is ClCCl.C(OCC)C. The product is [ClH:32].[CH3:1][O:2][C:3]1[CH:4]=[C:5]2[C:10](=[CH:11][C:12]=1[O:13][CH3:14])[CH:9]([NH:15][C:16]1[CH:21]=[C:20]([N:22]3[CH2:23][CH2:24][NH:25][CH2:26][CH2:27]3)[CH:19]=[CH:18][C:17]=1[S:28]([CH3:31])(=[O:30])=[O:29])[CH2:8][CH2:7][CH2:6]2. (3) The product is [CH3:25][O:24][C:21]1[N:22]=[CH:23][C:18]([NH:17][C:2]2[C:3]([C:8]3[N:13]=[C:12]([CH3:14])[N:11]=[C:10]([S:15][CH3:16])[N:9]=3)=[N:4][CH:5]=[CH:6][N:7]=2)=[CH:19][CH:20]=1. The reactants are F[C:2]1[C:3]([C:8]2[N:13]=[C:12]([CH3:14])[N:11]=[C:10]([S:15][CH3:16])[N:9]=2)=[N:4][CH:5]=[CH:6][N:7]=1.[NH2:17][C:18]1[CH:19]=[CH:20][C:21]([O:24][CH3:25])=[N:22][CH:23]=1.C(N(CC)C(C)C)(C)C. The catalyst is O1CCOCC1.[Cu]I. The yield is 0.760. (4) The reactants are [CH2:1]([O:3][C:4](=[O:16])[CH2:5][O:6][C:7]1[CH:12]=[CH:11][CH:10]=[CH:9][C:8]=1[CH2:13][CH:14]=[CH2:15])[CH3:2].[H][H]. The catalyst is C(O)C.[Pd]. The product is [CH2:1]([O:3][C:4](=[O:16])[CH2:5][O:6][C:7]1[CH:12]=[CH:11][CH:10]=[CH:9][C:8]=1[CH2:13][CH2:14][CH3:15])[CH3:2]. The yield is 0.980. (5) The reactants are [CH3:1][N:2]1[C:7](=[O:8])[C:6]([NH:9][C:10]2[CH:15]=[CH:14][CH:13]=[C:12]([N:16]3[CH2:21][CH2:20][N:19]([CH3:22])[CH2:18][CH2:17]3)[N:11]=2)=[CH:5][C:4]([C:23]2[C:28]([CH:29]=[O:30])=[C:27]([N:31]3[CH2:43][CH2:42][N:34]4[C:35]5[CH2:36][CH2:37][CH2:38][CH2:39][C:40]=5[CH:41]=[C:33]4[C:32]3=[O:44])[N:26]=[CH:25][CH:24]=2)=[CH:3]1.[BH4-].[Na+]. The catalyst is CO. The product is [OH:30][CH2:29][C:28]1[C:27]([N:31]2[CH2:43][CH2:42][N:34]3[C:35]4[CH2:36][CH2:37][CH2:38][CH2:39][C:40]=4[CH:41]=[C:33]3[C:32]2=[O:44])=[N:26][CH:25]=[CH:24][C:23]=1[C:4]1[CH:5]=[C:6]([NH:9][C:10]2[CH:15]=[CH:14][CH:13]=[C:12]([N:16]3[CH2:21][CH2:20][N:19]([CH3:22])[CH2:18][CH2:17]3)[N:11]=2)[C:7](=[O:8])[N:2]([CH3:1])[CH:3]=1. The yield is 0.490. (6) The reactants are Cl.[Cl:2][C:3]1[CH:8]=[CH:7][C:6]([N:9]([CH2:11][CH2:12][CH:13]2[CH2:17][CH2:16][CH2:15][CH2:14]2)N)=[CH:5][CH:4]=1.C(O[CH:21](OCC)[CH2:22][CH2:23][CH2:24][NH:25][CH3:26])C. The yield is 0.460. The product is [Cl:2][C:3]1[CH:8]=[C:7]2[C:6](=[CH:5][CH:4]=1)[N:9]([CH2:11][CH2:12][CH:13]1[CH2:17][CH2:16][CH2:15][CH2:14]1)[CH:21]=[C:22]2[CH2:23][CH2:24][NH:25][CH3:26]. The catalyst is C(O)C.O. (7) The reactants are [BH4-].[Na+].[C:3]1([CH2:13][C:14](=[O:17])[CH2:15][CH3:16])[C:12]2[C:7](=[CH:8][CH:9]=[CH:10][CH:11]=2)[CH:6]=[CH:5][CH:4]=1.Cl. The catalyst is CO. The product is [C:3]1([CH2:13][CH:14]([OH:17])[CH2:15][CH3:16])[C:12]2[C:7](=[CH:8][CH:9]=[CH:10][CH:11]=2)[CH:6]=[CH:5][CH:4]=1. The yield is 0.860. (8) The reactants are Cl[CH2:2][CH:3]([OH:10])[CH2:4][N:5]1[CH:9]=[CH:8][N:7]=[N:6]1.[NH3:11]. The catalyst is CO. The product is [NH2:11][CH2:2][CH:3]([OH:10])[CH2:4][N:5]1[CH:9]=[CH:8][N:7]=[N:6]1. The yield is 1.00.